From a dataset of Forward reaction prediction with 1.9M reactions from USPTO patents (1976-2016). Predict the product of the given reaction. (1) Given the reactants [CH2:1]([O:8][CH2:9][CH2:10][O:11][C:12]1[N:13]=[CH:14][C:15](C(O)=O)=[N:16][CH:17]=1)[C:2]1[CH:7]=[CH:6][CH:5]=[CH:4][CH:3]=1.C([N:23]([CH2:26]C)CC)C.C1(P(N=[N+]=[N-])(C2C=CC=CC=2)=[O:35])C=CC=CC=1.O.[C:46]([OH:50])([CH3:49])([CH3:48])[CH3:47], predict the reaction product. The product is: [CH2:1]([O:8][CH2:9][CH2:10][O:11][C:12]1[N:13]=[CH:14][C:15]([NH:23][C:26](=[O:35])[O:50][C:46]([CH3:49])([CH3:48])[CH3:47])=[N:16][CH:17]=1)[C:2]1[CH:3]=[CH:4][CH:5]=[CH:6][CH:7]=1. (2) Given the reactants [C:1]([O:9][CH2:10][C@@H:11]1[CH2:15][C@@H:14]([NH2:16])[C@H:13]([N:17]2[C:21]3[N:22]=[C:23]([NH2:27])[NH:24][C:25](=[O:26])[C:20]=3[S:19][C:18]2=[O:28])[O:12]1)(=[O:8])[C:2]1[CH:7]=[CH:6][CH:5]=[CH:4][CH:3]=1.[CH3:29][S:30](Cl)(=[O:32])=[O:31], predict the reaction product. The product is: [C:1]([O:9][CH2:10][C@@H:11]1[CH2:15][C@@H:14]([NH:16][S:30]([CH3:29])(=[O:32])=[O:31])[C@H:13]([N:17]2[C:21]3[N:22]=[C:23]([NH2:27])[NH:24][C:25](=[O:26])[C:20]=3[S:19][C:18]2=[O:28])[O:12]1)(=[O:8])[C:2]1[CH:7]=[CH:6][CH:5]=[CH:4][CH:3]=1. (3) Given the reactants [N:1]1([CH2:6][C:7]2[CH:14]=[CH:13][C:10]([CH:11]=O)=[CH:9][CH:8]=2)[CH:5]=[N:4][N:3]=[N:2]1.[NH2:15][C:16]1[N:17]=[N:18][C:19]([CH3:22])=[CH:20][CH:21]=1.C([O:25][C:26](=O)[C:27]([OH:40])=[CH:28][C:29]([C:31]1[CH:36]=[CH:35][C:34]([CH:37]([CH3:39])[CH3:38])=[CH:33][CH:32]=1)=[O:30])C, predict the reaction product. The product is: [OH:40][C:27]1[C:26](=[O:25])[N:15]([C:16]2[N:17]=[N:18][C:19]([CH3:22])=[CH:20][CH:21]=2)[CH:11]([C:10]2[CH:13]=[CH:14][C:7]([CH2:6][N:1]3[CH:5]=[N:4][N:3]=[N:2]3)=[CH:8][CH:9]=2)[C:28]=1[C:29](=[O:30])[C:31]1[CH:36]=[CH:35][C:34]([CH:37]([CH3:39])[CH3:38])=[CH:33][CH:32]=1. (4) Given the reactants C(OC([N:8]1[CH2:13][CH2:12][N:11]([C:14]2[C:42]([F:43])=[CH:41][C:17]3[N:18]=[C:19]([CH2:33][O:34][C:35]4[CH:40]=[CH:39][CH:38]=[CH:37][CH:36]=4)[N:20]([CH2:21][C:22]4[CH:27]=[CH:26][C:25]([O:28][C:29]([F:32])([F:31])[F:30])=[CH:24][CH:23]=4)[C:16]=3[CH:15]=2)[CH2:10][CH2:9]1)=O)(C)(C)C.FC(F)(F)C(O)=O.C(=O)(O)[O-].[Na+], predict the reaction product. The product is: [F:43][C:42]1[C:14]([N:11]2[CH2:12][CH2:13][NH:8][CH2:9][CH2:10]2)=[CH:15][C:16]2[N:20]([CH2:21][C:22]3[CH:23]=[CH:24][C:25]([O:28][C:29]([F:30])([F:31])[F:32])=[CH:26][CH:27]=3)[C:19]([CH2:33][O:34][C:35]3[CH:36]=[CH:37][CH:38]=[CH:39][CH:40]=3)=[N:18][C:17]=2[CH:41]=1. (5) Given the reactants [Br:1][C:2]1[S:3][C:4]([C:8]([OH:10])=O)=[C:5]([CH3:7])[N:6]=1.C(N(C(C)C)CC)(C)C.F[P-](F)(F)(F)(F)F.N1(O[P+](N(C)C)(N(C)C)N(C)C)C2C=CC=CC=2N=N1.[F:47][C:48]1[CH:55]=[CH:54][C:51]([CH2:52][NH2:53])=[CH:50][CH:49]=1, predict the reaction product. The product is: [F:47][C:48]1[CH:55]=[CH:54][C:51]([CH2:52][NH:53][C:8]([C:4]2[S:3][C:2]([Br:1])=[N:6][C:5]=2[CH3:7])=[O:10])=[CH:50][CH:49]=1. (6) Given the reactants [CH:1]1([O:7][C:8](=[O:22])[CH2:9][CH2:10][C@H:11]([NH:14][C:15]([O:17][C:18]([CH3:21])([CH3:20])[CH3:19])=[O:16])[CH2:12]Br)[CH2:6][CH2:5][CH2:4][CH2:3][CH2:2]1.[CH2:23]([C:30]1[CH:35]=[CH:34][C:33]([SH:36])=[CH:32][CH:31]=1)[C:24]1[CH:29]=[CH:28][CH:27]=[CH:26][CH:25]=1.C([O-])([O-])=O.[K+].[K+].CCOCC, predict the reaction product. The product is: [CH:1]1([O:7][C:8](=[O:22])[CH2:9][CH2:10][C@H:11]([NH:14][C:15]([O:17][C:18]([CH3:21])([CH3:20])[CH3:19])=[O:16])[CH2:12][S:36][C:33]2[CH:32]=[CH:31][C:30]([CH2:23][C:24]3[CH:25]=[CH:26][CH:27]=[CH:28][CH:29]=3)=[CH:35][CH:34]=2)[CH2:6][CH2:5][CH2:4][CH2:3][CH2:2]1. (7) Given the reactants [CH3:1][O:2][Si:3]([CH2:8][CH2:9][CH2:10][N:11]([CH3:13])[CH3:12])([O:6][CH3:7])[O:4][CH3:5].[C:14]([OH:17])(=[O:16])[CH3:15], predict the reaction product. The product is: [C:14]([O-:17])(=[O:16])[CH3:15].[CH3:1][O:2][Si:3]([CH2:8][CH2:9][CH2:10][NH+:11]([CH3:13])[CH3:12])([O:4][CH3:5])[O:6][CH3:7]. (8) Given the reactants [NH2:1][C:2]1[C:7]([C:8]#[N:9])=[C:6]([C:10]2[CH:15]=[CH:14][C:13]([O:16][CH2:17][CH2:18][O:19][CH3:20])=[CH:12][CH:11]=2)[C:5]([C:21]#[N:22])=[C:4]([SH:23])[N:3]=1.C(=O)(O)[O-].[Na+].Cl[CH2:30][C:31]1[N:32]=[C:33]([C:36]2[CH:40]=[CH:39][S:38][CH:37]=2)[S:34][CH:35]=1.O, predict the reaction product. The product is: [NH2:1][C:2]1[C:7]([C:8]#[N:9])=[C:6]([C:10]2[CH:11]=[CH:12][C:13]([O:16][CH2:17][CH2:18][O:19][CH3:20])=[CH:14][CH:15]=2)[C:5]([C:21]#[N:22])=[C:4]([S:23][CH2:30][C:31]2[N:32]=[C:33]([C:36]3[CH:40]=[CH:39][S:38][CH:37]=3)[S:34][CH:35]=2)[N:3]=1. (9) Given the reactants [Cl:1][C:2]1[C:3]([N:8]=[C:9]([C:16]2[CH:21]=[CH:20][CH:19]=[CH:18][CH:17]=2)[C:10]2[CH:15]=[CH:14][CH:13]=[CH:12][CH:11]=2)=[N:4][CH:5]=[CH:6][CH:7]=1.B(OC(C)C)(OC(C)C)[O:23]C(C)C.C(NC(C)C)(C)C.C([Li])CCC.C([O-])([O-])=O.C([O-])([O-])=O.OO.OO.OO.[Na+].[Na+].[Na+].[Na+].OS([O-])=O.[Na+], predict the reaction product. The product is: [Cl:1][C:2]1[C:7](=[O:23])[CH:6]=[CH:5][NH:4][C:3]=1[N:8]=[C:9]([C:16]1[CH:21]=[CH:20][CH:19]=[CH:18][CH:17]=1)[C:10]1[CH:15]=[CH:14][CH:13]=[CH:12][CH:11]=1.